Dataset: Forward reaction prediction with 1.9M reactions from USPTO patents (1976-2016). Task: Predict the product of the given reaction. (1) Given the reactants Cl.[Cl:2][C:3]1[CH:4]=[C:5]2[C:9](=[CH:10][CH:11]=1)[N:8]([S:12]([C:15]1[CH:20]=[CH:19][C:18]([O:21][CH3:22])=[CH:17][C:16]=1[O:23][C:24]([F:27])([F:26])[F:25])(=[O:14])=[O:13])[C:7](=[O:28])[C:6]2([C:40]1[CH:41]=[C:42]([CH2:48][CH2:49][N:50]2[CH2:55][CH2:54][N:53](C(OC(C)(C)C)=O)[CH2:52][CH2:51]2)[CH:43]=[CH:44][C:45]=1[O:46][CH3:47])[N:29]1[CH2:33][C@H:32]([OH:34])[CH2:31][C@H:30]1[C:35]([N:37]([CH3:39])[CH3:38])=[O:36].C([O-])(O)=O.[Na+], predict the reaction product. The product is: [Cl:2][C:3]1[CH:4]=[C:5]2[C:9](=[CH:10][CH:11]=1)[N:8]([S:12]([C:15]1[CH:20]=[CH:19][C:18]([O:21][CH3:22])=[CH:17][C:16]=1[O:23][C:24]([F:25])([F:27])[F:26])(=[O:13])=[O:14])[C:7](=[O:28])[C:6]2([N:29]1[CH2:33][C@H:32]([OH:34])[CH2:31][C@H:30]1[C:35]([N:37]([CH3:38])[CH3:39])=[O:36])[C:40]1[CH:41]=[C:42]([CH2:48][CH2:49][N:50]2[CH2:51][CH2:52][NH:53][CH2:54][CH2:55]2)[CH:43]=[CH:44][C:45]=1[O:46][CH3:47]. (2) Given the reactants [NH2:1][C:2]1[CH:12]=[CH:11][C:5]([C:6]([O:8][CH2:9][CH3:10])=[O:7])=[CH:4][C:3]=1[N+:13]([O-:15])=[O:14].[Br:16]Br, predict the reaction product. The product is: [NH2:1][C:2]1[C:3]([N+:13]([O-:15])=[O:14])=[CH:4][C:5]([C:6]([O:8][CH2:9][CH3:10])=[O:7])=[CH:11][C:12]=1[Br:16]. (3) Given the reactants [Cl:1][C:2]1[N:7]=[C:6]([O:8][C:9]2[CH:10]=[C:11]3[C:16](=[CH:17][CH:18]=2)[C:15]([C:19](Cl)=[O:20])=[CH:14][CH:13]=[CH:12]3)[CH:5]=[CH:4][N:3]=1.[F:22][C:23]([F:32])([F:31])[C:24]1[CH:25]=[C:26]([NH2:30])[CH:27]=[CH:28][CH:29]=1, predict the reaction product. The product is: [Cl:1][C:2]1[N:7]=[C:6]([O:8][C:9]2[CH:10]=[C:11]3[C:16](=[CH:17][CH:18]=2)[C:15]([C:19]([NH:30][C:26]2[CH:27]=[CH:28][CH:29]=[C:24]([C:23]([F:22])([F:31])[F:32])[CH:25]=2)=[O:20])=[CH:14][CH:13]=[CH:12]3)[CH:5]=[CH:4][N:3]=1. (4) Given the reactants [CH2:1]([C:3]1[CH:8]=[CH:7][CH:6]=[C:5](OC)[C:4]=1/[CH:11]=[N:12]/[CH:13]([CH:17]([CH3:19])[CH3:18])[CH:14]([CH3:16])[CH3:15])[CH3:2].[CH2:20]([Li])[CH2:21][CH2:22][CH3:23], predict the reaction product. The product is: [CH2:20]([C:5]1[CH:6]=[CH:7][CH:8]=[C:3]([CH2:1][CH3:2])[C:4]=1/[CH:11]=[N:12]/[CH:13]([CH:14]([CH3:15])[CH3:16])[CH:17]([CH3:19])[CH3:18])[CH2:21][CH2:22][CH3:23]. (5) Given the reactants [Cl:1][C:2]1[C:7]([NH:8][S:9]([C:12]2[CH:17]=[CH:16][CH:15]=[CH:14][CH:13]=2)(=[O:11])=[O:10])=[CH:6][C:5](B2OC(C)(C)C(C)(C)O2)=[CH:4][N:3]=1.[NH2:27][C:28]1[N:33]=[CH:32][C:31](Br)=[CH:30][N:29]=1.C(=O)([O-])[O-].[K+].[K+].C(OCC)(=O)C, predict the reaction product. The product is: [NH2:27][C:28]1[N:33]=[CH:32][C:31]([C:5]2[CH:6]=[C:7]([NH:8][S:9]([C:12]3[CH:13]=[CH:14][CH:15]=[CH:16][CH:17]=3)(=[O:10])=[O:11])[C:2]([Cl:1])=[N:3][CH:4]=2)=[CH:30][N:29]=1. (6) Given the reactants Br[C:2]1[CH:11]=[CH:10][C:9]2[N:8]=[CH:7][C:6]3[N:12]([CH3:23])[C:13](=[O:22])[N:14]([C:15]4[C:16]([CH3:21])=[N:17][N:18]([CH3:20])[CH:19]=4)[C:5]=3[C:4]=2[CH:3]=1.[CH3:24][O:25][CH2:26][CH2:27][O:28][C:29]1[CH:30]=[N:31][CH:32]=[C:33](B2OC(C)(C)C(C)(C)O2)[CH:34]=1, predict the reaction product. The product is: [CH3:20][N:18]1[CH:19]=[C:15]([N:14]2[C:5]3[C:4]4[CH:3]=[C:2]([C:33]5[CH:32]=[N:31][CH:30]=[C:29]([O:28][CH2:27][CH2:26][O:25][CH3:24])[CH:34]=5)[CH:11]=[CH:10][C:9]=4[N:8]=[CH:7][C:6]=3[N:12]([CH3:23])[C:13]2=[O:22])[C:16]([CH3:21])=[N:17]1. (7) Given the reactants [CH:1]1([CH2:6][N:7]2[C:12](=[O:13])[C:11]([CH2:14]OS(C)(=O)=O)=[CH:10][C:9]([C:20]3[CH:25]=[CH:24][C:23]([O:26][CH3:27])=[C:22]([F:28])[CH:21]=3)=[N:8]2)[CH2:5][CH2:4][CH2:3][CH2:2]1.[CH3:29][N:30]1[CH2:35][CH2:34][NH:33][CH2:32][CH2:31]1, predict the reaction product. The product is: [CH:1]1([CH2:6][N:7]2[C:12](=[O:13])[C:11]([CH2:14][N:33]3[CH2:34][CH2:35][N:30]([CH3:29])[CH2:31][CH2:32]3)=[CH:10][C:9]([C:20]3[CH:25]=[CH:24][C:23]([O:26][CH3:27])=[C:22]([F:28])[CH:21]=3)=[N:8]2)[CH2:5][CH2:4][CH2:3][CH2:2]1. (8) Given the reactants [Cl:1][C:2]1[CH:7]=[CH:6][C:5]([NH:8][C:9](=[O:16])[CH2:10][O:11][CH2:12][C:13]([OH:15])=O)=[C:4]([C:17]([O:19]C)=[O:18])[CH:3]=1.C(Cl)(=O)C(Cl)=O.[CH3:27][C:28]1[O:32][CH:31]=[C:30]([C:33]2[CH:34]=[C:35]([CH:37]=[CH:38][CH:39]=2)[NH2:36])[CH:29]=1.C(=O)(O)[O-].[Na+], predict the reaction product. The product is: [Cl:1][C:2]1[CH:7]=[CH:6][C:5]([NH:8][C:9](=[O:16])[CH2:10][O:11][CH2:12][C:13]([NH:36][C:35]2[CH:37]=[CH:38][CH:39]=[C:33]([C:30]3[CH:29]=[C:28]([CH3:27])[O:32][CH:31]=3)[CH:34]=2)=[O:15])=[C:4]([CH:3]=1)[C:17]([OH:19])=[O:18]. (9) Given the reactants Br[C:2]1[CH:9]=[C:8]([F:10])[C:5]([C:6]#[N:7])=[C:4]([F:11])[CH:3]=1.[B:12]1([B:12]2[O:16][C:15]([CH3:18])([CH3:17])[C:14]([CH3:20])([CH3:19])[O:13]2)[O:16][C:15]([CH3:18])([CH3:17])[C:14]([CH3:20])([CH3:19])[O:13]1.C([O-])(=O)C.[K+], predict the reaction product. The product is: [F:10][C:8]1[CH:9]=[C:2]([B:12]2[O:16][C:15]([CH3:18])([CH3:17])[C:14]([CH3:20])([CH3:19])[O:13]2)[CH:3]=[C:4]([F:11])[C:5]=1[C:6]#[N:7]. (10) The product is: [OH:27][CH2:26][C:25]([NH:24][C:13](=[O:15])[C:12]1[CH:16]=[CH:17][C:9]([O:8][CH2:7][C:6]2[N:2]([CH3:1])[N:3]=[N:4][C:5]=2[C:18]2[CH:23]=[CH:22][CH:21]=[CH:20][N:19]=2)=[N:10][CH:11]=1)([CH3:29])[CH3:28]. Given the reactants [CH3:1][N:2]1[C:6]([CH2:7][O:8][C:9]2[CH:17]=[CH:16][C:12]([C:13]([OH:15])=O)=[CH:11][N:10]=2)=[C:5]([C:18]2[CH:23]=[CH:22][CH:21]=[CH:20][N:19]=2)[N:4]=[N:3]1.[NH2:24][C:25]([CH3:29])([CH3:28])[CH2:26][OH:27], predict the reaction product.